From a dataset of Hepatocyte clearance measurements from AstraZeneca. Regression/Classification. Given a drug SMILES string, predict its absorption, distribution, metabolism, or excretion properties. Task type varies by dataset: regression for continuous measurements (e.g., permeability, clearance, half-life) or binary classification for categorical outcomes (e.g., BBB penetration, CYP inhibition). For this dataset (clearance_hepatocyte_az), we predict log10(clearance) (log10 of the in vitro intrinsic clearance, CLint, in uL/min per 10^6 hepatocytes; values are censored to the assay range of 3 to 150, which is 0.477 to 2.18 on this log10 scale). (1) The molecule is O=C(N[C@H](Cc1ccc(Cl)cc1)C(=O)N1CCC(Cn2cncn2)(C2CCCCC2)CC1)[C@H]1Cc2ccccc2CN1. The log10(clearance) is 1.44. (2) The compound is C[C@@](CCc1ccc(-c2ccc(Cl)cc2)cc1)(C(=O)NO)S(C)(=O)=O. The log10(clearance) is 0.480. (3) The compound is C[C@H](CO)Nc1nc(SCc2ccccc2F)nc2[nH]c(=O)sc12. The log10(clearance) is 1.45. (4) The compound is COc1ccc([C@@H]2Sc3ccccc3N(CCN(C)C)C(=O)[C@@H]2OC(C)=O)cc1. The log10(clearance) is 2.18. (5) The compound is CC(C)(C)c1cc(NC(=O)NCc2ccccc2Sc2ccc3nnc(-c4ccccc4SCCO)n3c2)n(-c2ccc(O)c(Cl)c2)n1. The log10(clearance) is 1.85. (6) The molecule is COc1cnc(-c2ccccn2)nc1N(C)c1ccccc1. The log10(clearance) is 2.18. (7) The drug is C[C@H]1CN(Cc2cc(Cl)ccc2CC(=O)O)CCN1S(=O)(=O)Cc1ccccc1. The log10(clearance) is 0.950.